From a dataset of Reaction yield outcomes from USPTO patents with 853,638 reactions. Predict the reaction yield, written as a fraction of the theoretical maximum amount of product (1.0 means a 100% yield; for example, 0.34 means a 34% yield). The reactants are C[Si](C)(C)CCOC[N:7]1[C:11]2[N:12]=[CH:13][N:14]=[C:15]([C:16]3[S:20][C:19]([CH:21]([CH2:25][C:26]#[N:27])[CH2:22][C:23]#[N:24])=[N:18][CH:17]=3)[C:10]=2[CH:9]=[CH:8]1.C(O)(C(F)(F)F)=O. The catalyst is C(Cl)Cl. The product is [N:12]1[C:11]2[NH:7][CH:8]=[CH:9][C:10]=2[C:15]([C:16]2[S:20][C:19]([CH:21]([CH2:25][C:26]#[N:27])[CH2:22][C:23]#[N:24])=[N:18][CH:17]=2)=[N:14][CH:13]=1. The yield is 0.620.